Dataset: hERG Central: cardiac toxicity at 1µM, 10µM, and general inhibition. Task: Predict hERG channel inhibition at various concentrations. (1) The molecule is CC(NC(=O)CCc1nc2cc(S(=O)(=O)N3CCOCC3)ccc2n1C)c1ccc(S(N)(=O)=O)cc1. Results: hERG_inhib (hERG inhibition (general)): blocker. (2) Results: hERG_inhib (hERG inhibition (general)): blocker. The drug is CC/C=C/C(=O)N1CC2(CC(c3cccc(NC(=O)COc4ccc(Cl)cc4)c3)=NO2)C[C@H]1C(N)=O.